Dataset: Reaction yield outcomes from USPTO patents with 853,638 reactions. Task: Predict the reaction yield, written as a fraction of the theoretical maximum amount of product (1.0 means a 100% yield; for example, 0.34 means a 34% yield). (1) The product is [Cl:16][C:14]1[CH:13]=[CH:12][C:11]2[C:5](=[CH:4][CH2:3][OH:2])[C:6]3[CH:20]=[CH:19][CH:18]=[CH:17][C:7]=3[CH2:8][CH2:9][C:10]=2[CH:15]=1. The yield is 0.870. No catalyst specified. The reactants are C[O:2][C:3](=O)[CH:4]=[C:5]1[C:11]2[CH:12]=[CH:13][C:14]([Cl:16])=[CH:15][C:10]=2[CH2:9][CH2:8][C:7]2[CH:17]=[CH:18][CH:19]=[CH:20][C:6]1=2.[H-].C1(C)C=CC=CC=1. (2) The reactants are [NH2:1][C:2]1[CH:7]=[CH:6][C:5]([Br:8])=[CH:4][N:3]=1.Cl[CH2:10][CH:11]=O. The product is [Br:8][C:5]1[CH:6]=[CH:7][C:2]2[N:3]([CH:10]=[CH:11][N:1]=2)[CH:4]=1. The yield is 1.00. The catalyst is C(O)C.O.